Dataset: Forward reaction prediction with 1.9M reactions from USPTO patents (1976-2016). Task: Predict the product of the given reaction. (1) Given the reactants [CH3:1][O:2][C:3]([C@H:5]1[NH:21][C:20](=[O:22])[C@H:19]([CH:23]([CH3:25])[CH3:24])[NH:18][C:17](=[O:26])[C@@H:16]([NH:27]C(OC(C)(C)C)=O)[CH2:15][C:14]2=[CH:35][CH:36]=[C:11]([CH:12]=[CH:13]2)[O:10][CH2:9][CH2:8][CH2:7][CH2:6]1)=[O:4].[ClH:37], predict the reaction product. The product is: [ClH:37].[CH3:1][O:2][C:3]([C@H:5]1[NH:21][C:20](=[O:22])[C@H:19]([CH:23]([CH3:25])[CH3:24])[NH:18][C:17](=[O:26])[C@@H:16]([NH2:27])[CH2:15][C:14]2=[CH:35][CH:36]=[C:11]([CH:12]=[CH:13]2)[O:10][CH2:9][CH2:8][CH2:7][CH2:6]1)=[O:4]. (2) The product is: [CH3:23][C:24]1[CH:25]=[CH:26][C:27]([C:2]2[CH:3]=[C:4]([CH:16]=[C:17]([S:19]([CH3:22])(=[O:21])=[O:20])[CH:18]=2)[C:5]([NH:7][CH2:8][C:9]2[CH:10]=[N:11][C:12]([CH3:15])=[CH:13][CH:14]=2)=[O:6])=[N:28][CH:29]=1. Given the reactants Br[C:2]1[CH:3]=[C:4]([CH:16]=[C:17]([S:19]([CH3:22])(=[O:21])=[O:20])[CH:18]=1)[C:5]([NH:7][CH2:8][C:9]1[CH:10]=[N:11][C:12]([CH3:15])=[CH:13][CH:14]=1)=[O:6].[CH3:23][C:24]1[CH:25]=[CH:26][C:27]([Sn](CCCC)(CCCC)CCCC)=[N:28][CH:29]=1, predict the reaction product. (3) Given the reactants [N:1]1[CH:6]=[CH:5][C:4]([CH:7]=O)=[CH:3][CH:2]=1.[Cl:9][CH2:10][CH2:11][N:12]1[CH:20]=[N:19][C:18]2[C:13]1=[N:14][C:15]([NH2:22])=[N:16][C:17]=2[NH2:21], predict the reaction product. The product is: [NH2:21][C:17]1[N:16]=[C:15]([NH:22][CH2:7][C:4]2[CH:5]=[CH:6][N:1]=[CH:2][CH:3]=2)[N:14]=[C:13]2[C:18]=1[N:19]=[CH:20][N:12]2[CH2:11][CH2:10][Cl:9]. (4) Given the reactants N[C:2]1[C:7]([CH3:8])=[CH:6][C:5]([Br:9])=[CH:4][N:3]=1.N([O-])=[O:11].[Na+], predict the reaction product. The product is: [Br:9][C:5]1[CH:6]=[C:7]([CH3:8])[C:2]([OH:11])=[N:3][CH:4]=1. (5) Given the reactants Cl[C:2]1[N:7]=[C:6]([C:8]2[C:9]([C:19]3[CH:20]=[C:21]([NH:25][C:26](=[O:31])[C:27]([F:30])([F:29])[F:28])[CH:22]=[CH:23][CH:24]=3)=[N:10][N:11]3[CH:16]=[C:15]([O:17][CH3:18])[CH:14]=[CH:13][C:12]=23)[CH:5]=[CH:4][N:3]=1.Cl.Cl.[NH2:34][C:35]1[CH:36]=[C:37]([O:41][CH2:42][CH2:43][N:44]([CH3:46])[CH3:45])[CH:38]=[CH:39][CH:40]=1, predict the reaction product. The product is: [CH3:45][N:44]([CH3:46])[CH2:43][CH2:42][O:41][C:37]1[CH:36]=[C:35]([NH:34][C:2]2[N:7]=[C:6]([C:8]3[C:9]([C:19]4[CH:20]=[C:21]([NH:25][C:26](=[O:31])[C:27]([F:29])([F:28])[F:30])[CH:22]=[CH:23][CH:24]=4)=[N:10][N:11]4[CH:16]=[C:15]([O:17][CH3:18])[CH:14]=[CH:13][C:12]=34)[CH:5]=[CH:4][N:3]=2)[CH:40]=[CH:39][CH:38]=1. (6) Given the reactants [N:1]1([C:7]2[CH:8]=[C:9]([N+:13]([O-])=O)[CH:10]=[CH:11][CH:12]=2)[CH2:6][CH2:5][O:4][CH2:3][CH2:2]1, predict the reaction product. The product is: [N:1]1([C:7]2[CH:8]=[C:9]([NH2:13])[CH:10]=[CH:11][CH:12]=2)[CH2:2][CH2:3][O:4][CH2:5][CH2:6]1. (7) Given the reactants C(O[BH-](OC(=O)C)OC(=O)C)(=O)C.[Na+].[CH3:15][O:16][C:17]1[C:22]([CH3:23])=[CH:21][N:20]=[C:19]([CH2:24][N:25]2[N:53]=[C:29]3[CH2:30][C:31](=O)[C:32]4[CH2:33][S:34][N:35]=[C:36]([N:37](C(OC(C)(C)C)=O)C(OC(C)(C)C)=O)[C:27]([C:28]=43)=[N:26]2)[C:18]=1[CH3:54].ClC(Cl)C.[CH:59]1([NH2:63])[CH2:62][CH2:61][CH2:60]1.[OH-].[Na+], predict the reaction product. The product is: [CH:59]1([NH:63][CH:31]2[C:32]3[CH2:33][S:34][N:35]=[C:36]([NH2:37])[C:27]4=[N:26][N:25]([CH2:24][C:19]5[C:18]([CH3:54])=[C:17]([O:16][CH3:15])[C:22]([CH3:23])=[CH:21][N:20]=5)[N:53]=[C:29]([C:28]=34)[CH2:30]2)[CH2:62][CH2:61][CH2:60]1.